From a dataset of Catalyst prediction with 721,799 reactions and 888 catalyst types from USPTO. Predict which catalyst facilitates the given reaction. Reactant: [CH:1]1([N:5]2[CH2:10][CH2:9][N:8]([C:11]([C:13]3[CH:14]=[C:15]4[C:19](=[CH:20][CH:21]=3)[NH:18][C:17]([C:22]([N:24]3[CH2:29][CH2:28][C:27]([F:31])([F:30])[CH2:26][CH2:25]3)=[O:23])=[CH:16]4)=[O:12])[CH2:7][CH2:6]2)[CH2:4][CH2:3][CH2:2]1.[F:32][C:33]1[CH:34]=[C:35](B(O)O)[CH:36]=[C:37]([F:39])[CH:38]=1.N1C=CC=CC=1. Product: [CH:1]1([N:5]2[CH2:6][CH2:7][N:8]([C:11]([C:13]3[CH:14]=[C:15]4[C:19](=[CH:20][CH:21]=3)[N:18]([C:35]3[CH:34]=[C:33]([F:32])[CH:38]=[C:37]([F:39])[CH:36]=3)[C:17]([C:22]([N:24]3[CH2:25][CH2:26][C:27]([F:30])([F:31])[CH2:28][CH2:29]3)=[O:23])=[CH:16]4)=[O:12])[CH2:9][CH2:10]2)[CH2:2][CH2:3][CH2:4]1. The catalyst class is: 221.